Dataset: Peptide-MHC class I binding affinity with 185,985 pairs from IEDB/IMGT. Task: Regression. Given a peptide amino acid sequence and an MHC pseudo amino acid sequence, predict their binding affinity value. This is MHC class I binding data. (1) The peptide sequence is LIDLAFLIK. The MHC is HLA-A03:01 with pseudo-sequence HLA-A03:01. The binding affinity (normalized) is 0.246. (2) The peptide sequence is ALVSNRVTL. The MHC is H-2-Kb with pseudo-sequence H-2-Kb. The binding affinity (normalized) is 0.442.